Dataset: Reaction yield outcomes from USPTO patents with 853,638 reactions. Task: Predict the reaction yield, written as a fraction of the theoretical maximum amount of product (1.0 means a 100% yield; for example, 0.34 means a 34% yield). (1) The reactants are [CH:1]1([CH2:4][C:5](=O)[CH2:6][C:7]#[N:8])[CH2:3][CH2:2]1.O.[NH2:11][NH2:12]. The catalyst is CCO. The product is [CH:1]1([CH2:4][C:5]2[CH:6]=[C:7]([NH2:8])[NH:11][N:12]=2)[CH2:3][CH2:2]1. The yield is 0.420. (2) The reactants are [NH2:1][C:2]1[CH:10]=[CH:9][C:5]([C:6]([OH:8])=O)=[CH:4][C:3]=1[O:11][C:12]([F:15])([F:14])[F:13].[NH2:16][CH:17]1[CH2:22][CH2:21][N:20]([CH3:23])[CH2:19][CH2:18]1.CCN(C(C)C)C(C)C.CN(C(ON1N=NC2C=CC=NC1=2)=[N+](C)C)C.F[P-](F)(F)(F)(F)F. The catalyst is CN(C=O)C. The product is [NH2:1][C:2]1[CH:10]=[CH:9][C:5]([C:6]([NH:16][CH:17]2[CH2:22][CH2:21][N:20]([CH3:23])[CH2:19][CH2:18]2)=[O:8])=[CH:4][C:3]=1[O:11][C:12]([F:15])([F:14])[F:13]. The yield is 0.780. (3) The reactants are [CH:1]([CH:14]1[CH2:19][CH2:18][CH:17]=[CH:16][O:15]1)([C:8]1[CH:13]=[CH:12][CH:11]=[CH:10][CH:9]=1)[C:2]1[CH:7]=[CH:6][CH:5]=[CH:4][CH:3]=1.[OH-:20].[Na+].OO. The catalyst is C1COCC1.C([O-])(O)=O.[Na+]. The product is [CH:1]([C@@H:14]1[O:15][CH2:16][C@@H:17]([OH:20])[CH2:18][CH2:19]1)([C:8]1[CH:9]=[CH:10][CH:11]=[CH:12][CH:13]=1)[C:2]1[CH:7]=[CH:6][CH:5]=[CH:4][CH:3]=1. The yield is 0.935. (4) The reactants are [Cl:1][C:2]1[CH:15]=[CH:14][C:5]([CH2:6][N:7]2[CH2:12][CH2:11][CH:10]([NH2:13])[CH2:9][CH2:8]2)=[CH:4][C:3]=1[O:16][CH2:17][CH3:18].[NH2:19][C:20]1[CH:28]=[CH:27][C:23]([C:24](O)=[O:25])=[CH:22][N:21]=1.CCN=C=NCCCN(C)C.C([O-])(O)=O.[Na+]. The catalyst is CN(C=O)C. The product is [NH2:19][C:20]1[CH:28]=[CH:27][C:23]([C:24]([NH:13][CH:10]2[CH2:11][CH2:12][N:7]([CH2:6][C:5]3[CH:14]=[CH:15][C:2]([Cl:1])=[C:3]([O:16][CH2:17][CH3:18])[CH:4]=3)[CH2:8][CH2:9]2)=[O:25])=[CH:22][N:21]=1. The yield is 0.240. (5) The reactants are [C:1]([C:3]1[CH:4]=[C:5]([C:13]2[S:17][C:16]([C:18]3[CH:26]=[CH:25][CH:24]=[C:23]4[C:19]=3[CH2:20][CH2:21][C@H:22]4[NH:27][S:28]([CH2:31][C:32]([OH:34])=O)(=[O:30])=[O:29])=[N:15][N:14]=2)[CH:6]=[CH:7][C:8]=1[O:9][CH:10]([CH3:12])[CH3:11])#[N:2].[CH3:35][N:36](C(ON1N=NC2C=CC=NC1=2)=[N+](C)C)[CH3:37].F[P-](F)(F)(F)(F)F.CCN(C(C)C)C(C)C.CNC. The catalyst is C(Cl)Cl. The product is [C:1]([C:3]1[CH:4]=[C:5]([C:13]2[S:17][C:16]([C:18]3[CH:26]=[CH:25][CH:24]=[C:23]4[C:19]=3[CH2:20][CH2:21][C@H:22]4[NH:27][S:28]([CH2:31][C:32]([N:36]([CH3:37])[CH3:35])=[O:34])(=[O:29])=[O:30])=[N:15][N:14]=2)[CH:6]=[CH:7][C:8]=1[O:9][CH:10]([CH3:11])[CH3:12])#[N:2]. The yield is 0.660. (6) The reactants are [Br:1][C:2]1[CH:9]=[CH:8][C:5]([CH:6]=O)=[C:4]([OH:10])[CH:3]=1.[C:11](OCC)(=[O:16])[CH2:12][C:13]([CH3:15])=[O:14]. The catalyst is N1CCCCC1.CC#N. The product is [C:13]([C:12]1[C:11](=[O:16])[O:10][C:4]2[C:5]([CH:6]=1)=[CH:8][CH:9]=[C:2]([Br:1])[CH:3]=2)(=[O:14])[CH3:15]. The yield is 0.820.